This data is from Full USPTO retrosynthesis dataset with 1.9M reactions from patents (1976-2016). The task is: Predict the reactants needed to synthesize the given product. (1) Given the product [CH:1]1([C:6](=[O:8])[CH2:20][C:19]#[N:21])[CH2:2][CH2:3][CH2:4][CH2:5]1, predict the reactants needed to synthesize it. The reactants are: [CH:1]1([C:6]([O:8]CC)=O)[CH2:5][CH2:4][CH2:3][CH2:2]1.C1(C(O)=O)CCCC1.[C:19](#[N:21])[CH3:20].[H-].[Na+]. (2) Given the product [Br:1][C:2]1[CH:7]=[CH:6][C:5]([N:8]2[CH:12]=[CH:11][C:10]([NH:13][C:24](=[O:25])[C:23]([F:34])([F:33])[F:22])=[N:9]2)=[CH:4][C:3]=1[O:14][CH3:15], predict the reactants needed to synthesize it. The reactants are: [Br:1][C:2]1[CH:7]=[CH:6][C:5]([N:8]2[CH:12]=[CH:11][C:10]([NH2:13])=[N:9]2)=[CH:4][C:3]=1[O:14][CH3:15].N1C=CC=CC=1.[F:22][C:23]([F:34])([F:33])[C:24](O[C:24](=[O:25])[C:23]([F:34])([F:33])[F:22])=[O:25]. (3) Given the product [C:15]([C:12]1[CH:11]=[CH:10][C:9]2[N:8]([CH2:17][C:18]3[CH:22]=[CH:21][S:20][N:19]=3)[C:7]3[CH2:23][C@H:4]([NH:3][S:41]([N:40]([CH3:45])[CH3:39])(=[O:43])=[O:42])[CH2:5][C:6]=3[C:14]=2[CH:13]=1)#[N:16], predict the reactants needed to synthesize it. The reactants are: Cl.Cl.[NH2:3][C@H:4]1[CH2:23][C:7]2[N:8]([CH2:17][C:18]3[CH:22]=[CH:21][S:20][N:19]=3)[C:9]3[CH:10]=[CH:11][C:12]([C:15]#[N:16])=[CH:13][C:14]=3[C:6]=2[CH2:5]1.C(N(CC)CC)C.N12CCN(CC1)CC2.[CH3:39][N:40]([CH3:45])[S:41](Cl)(=[O:43])=[O:42]. (4) Given the product [Cl:34][C:21]1[C:22]([NH:24][CH2:25][C:26]([NH:29][S:30]([CH3:33])(=[O:32])=[O:31])([CH3:28])[CH3:27])=[N:23][C:18]([NH:16][C:13]2[CH:14]=[CH:15][C:8]3[CH2:7][CH2:6][N:5]([CH2:4][CH2:3][O:2][CH3:1])[CH2:11][CH2:10][C:9]=3[CH:12]=2)=[N:19][CH:20]=1, predict the reactants needed to synthesize it. The reactants are: [CH3:1][O:2][CH2:3][CH2:4][N:5]1[CH2:11][CH2:10][C:9]2[CH:12]=[C:13]([NH2:16])[CH:14]=[CH:15][C:8]=2[CH2:7][CH2:6]1.Cl[C:18]1[N:23]=[C:22]([NH:24][CH2:25][C:26]([NH:29][S:30]([CH3:33])(=[O:32])=[O:31])([CH3:28])[CH3:27])[C:21]([Cl:34])=[CH:20][N:19]=1. (5) Given the product [F:16][C:15]1[CH:14]=[CH:13][CH:12]=[C:11]([F:17])[C:10]=1[CH2:9][N:8]1[C:22]([CH3:27])=[CH:23][C:24](=[O:25])[C:5]([C:4]([O:3][CH2:1][CH3:2])=[O:18])=[C:6]1[CH3:7], predict the reactants needed to synthesize it. The reactants are: [CH2:1]([O:3][C:4](=[O:18])/[CH:5]=[C:6](\[NH:8][CH2:9][C:10]1[C:15]([F:16])=[CH:14][CH:13]=[CH:12][C:11]=1[F:17])/[CH3:7])[CH3:2].CC1(C)[O:25][C:24](=O)[CH:23]=[C:22]([CH3:27])O1. (6) Given the product [CH3:35][O:36][C:37]([C:39]1[CH:48]=[C:47]([OH:49])[C:46]2[C:41](=[C:42]([OH:61])[CH:43]=[C:44]([CH2:50][CH2:51][CH2:52][NH:53][C:54]([O:56][C:57]([CH3:59])([CH3:58])[CH3:60])=[O:55])[CH:45]=2)[N:40]=1)=[O:38], predict the reactants needed to synthesize it. The reactants are: COC(C1C=C(O)C2C(=C(OCC3C=CC=CC=3)C=C(C#CCOCC3C=CC=CC=3)C=2)N=1)=O.[CH3:35][O:36][C:37]([C:39]1[CH:48]=[C:47]([OH:49])[C:46]2[C:41](=[C:42]([O:61]CC3C=CC=CC=3)[CH:43]=[C:44]([C:50]#[C:51][CH2:52][NH:53][C:54]([O:56][C:57]([CH3:60])([CH3:59])[CH3:58])=[O:55])[CH:45]=2)[N:40]=1)=[O:38].